From a dataset of Choline transporter screen with 302,306 compounds. Binary Classification. Given a drug SMILES string, predict its activity (active/inactive) in a high-throughput screening assay against a specified biological target. (1) The drug is Clc1cc(NC(=O)C(NCC(C)C)c2ccccc2)ccc1OC. The result is 0 (inactive). (2) The molecule is s1c(c2nc(on2)CN2CCC(CC2)C(=O)N)ccc1. The result is 0 (inactive). (3) The compound is Fc1ccc(c2[nH]c(c(C(=O)N3CCN(CC3)c3c(OC)cccc3)c2)C)cc1. The result is 0 (inactive).